From a dataset of Forward reaction prediction with 1.9M reactions from USPTO patents (1976-2016). Predict the product of the given reaction. The product is: [NH2:1][C:2]1[N:7]=[C:6]([N:8]2[C@H:13]([CH3:14])[CH2:12][CH2:11][C@H:10]([C:15]([NH:17][C@@H:18]([CH:20]3[CH2:25][CH2:24][CH2:23][CH2:22][CH2:21]3)[CH3:19])=[O:16])[CH2:9]2)[CH:5]=[C:4]([C:26]2[CH:27]=[C:28]3[C:29]([C:32]([NH2:33])=[N:47][NH:48]3)=[CH:30][CH:31]=2)[N:3]=1. Given the reactants [NH2:1][C:2]1[N:7]=[C:6]([N:8]2[C@H:13]([CH3:14])[CH2:12][CH2:11][C@H:10]([C:15]([NH:17][C@@H:18]([CH:20]3[CH2:25][CH2:24][CH2:23][CH2:22][CH2:21]3)[CH3:19])=[O:16])[CH2:9]2)[CH:5]=[C:4]([C:26]2[CH:31]=[CH:30][C:29]([C:32]#[N:33])=[C:28](F)[CH:27]=2)[N:3]=1.CCO.CCN(C(C)C)C(C)C.[NH2:47][NH2:48], predict the reaction product.